From a dataset of Reaction yield outcomes from USPTO patents with 853,638 reactions. Predict the reaction yield, written as a fraction of the theoretical maximum amount of product (1.0 means a 100% yield; for example, 0.34 means a 34% yield). (1) The reactants are [PH2](O)=O.[CH3:4][C:5]([CH3:19])([CH3:18])[CH2:6][NH:7][C:8]1[C:13]([N+:14]([O-])=O)=[CH:12][CH:11]=[C:10]([Br:17])[N:9]=1.[N:20]#[C:21]Br.CO. The catalyst is O.C1(C)C=CC=CC=1.[Pt].C/C(/O)=C\C(C)=O.C/C(/O)=C\C(C)=O.O=[V]. The product is [Br-:17].[Br:17][C:10]1[N:9]=[C:8]2[N:7]([CH2:6][C:5]([CH3:19])([CH3:18])[CH3:4])[C:21]([NH3+:20])=[N:14][C:13]2=[CH:12][CH:11]=1. The yield is 0.760. (2) The reactants are [C:1](Cl)(Cl)=[S:2].[NH2:5][C:6]1[CH:11]=[C:10]([C:12]([O:14][CH3:15])=[O:13])[C:9]([N:16]([CH3:18])[CH3:17])=[CH:8][C:7]=1[C:19]([O:21][CH3:22])=[O:20]. The catalyst is C(=O)(O)[O-].[Na+].C(Cl)(Cl)Cl. The product is [CH3:18][N:16]([CH3:17])[C:9]1[CH:8]=[C:7]([C:19]([O:21][CH3:22])=[O:20])[C:6]([N:5]=[C:1]=[S:2])=[CH:11][C:10]=1[C:12]([O:14][CH3:15])=[O:13]. The yield is 0.860. (3) The reactants are C[N+]1(CCCS([O-])(=O)=O)[C@@H]2C[C@@H:8]([O:10][C:11]([CH:13]([C:16]3[CH:17]=CC=CC=3)[CH2:14][OH:15])=[O:12])[CH2:9][C@H]1CC2.[CH2:29]([Li])CCC.Cl[Si:35]([CH3:38])([CH3:37])[CH3:36].[Cl-].[NH4+]. The catalyst is O1CCCC1. The product is [CH3:36][Si:35]([CH3:38])([CH3:37])[C:14]1[O:15][CH:17]=[CH:16][C:13]=1[C:11]1([CH3:29])[O:10][CH2:8][CH2:9][O:12]1. The yield is 0.920. (4) The reactants are Cl.[CH3:2][O:3][C:4](=[O:8])[C@H:5]([CH3:7])[NH2:6].C([O-])([O-])=O.[K+].[K+].N#N.I[CH2:18][CH2:19][CH2:20][CH2:21][C:22]#[CH:23]. The catalyst is [I-].C([N+](CCCC)(CCCC)CCCC)CCC.O1CCCC1. The product is [CH3:2][O:3][C:4](=[O:8])[C@H:5]([CH3:7])[NH:6][CH2:23][CH2:22][CH2:21][CH2:20][C:19]#[CH:18]. The yield is 0.560. (5) The reactants are [C:1]([NH:5][C:6]1[C:7]2[S:15][CH:14]=[C:13]([CH2:16][CH2:17][CH3:18])[C:8]=2[N:9]=[C:10](Cl)[N:11]=1)([CH3:4])([CH3:3])[CH3:2].[CH2:19]([NH2:22])[CH:20]=[CH2:21].C(=O)([O-])O.[Na+]. No catalyst specified. The product is [CH2:19]([NH:22][C:10]1[N:11]=[C:6]([NH:5][C:1]([CH3:4])([CH3:3])[CH3:2])[C:7]2[S:15][CH:14]=[C:13]([CH2:16][CH2:17][CH3:18])[C:8]=2[N:9]=1)[CH:20]=[CH2:21]. The yield is 0.763. (6) The reactants are [C:1]([O:5][C:6]([N:8]1[C@H:12]([CH3:13])[CH2:11][CH2:10][C@H:9]1[C:14]([OH:16])=O)=[O:7])([CH3:4])([CH3:3])[CH3:2].CN(C(ON1N=NC2C=CC=NC1=2)=[N+](C)C)C.F[P-](F)(F)(F)(F)F.CCN(C(C)C)C(C)C.[F:50][C:51]([F:67])([F:66])[C:52]1[N:57]=[CH:56][C:55]([C:58]2[N:63]=[CH:62][N:61]=[C:60]([CH2:64][NH2:65])[CH:59]=2)=[CH:54][CH:53]=1. The catalyst is CN(C=O)C.C(OCC)(=O)C. The product is [CH3:13][C@@H:12]1[CH2:11][CH2:10][C@@H:9]([C:14](=[O:16])[NH:65][CH2:64][C:60]2[CH:59]=[C:58]([C:55]3[CH:56]=[N:57][C:52]([C:51]([F:67])([F:66])[F:50])=[CH:53][CH:54]=3)[N:63]=[CH:62][N:61]=2)[N:8]1[C:6]([O:5][C:1]([CH3:2])([CH3:3])[CH3:4])=[O:7]. The yield is 0.370. (7) The reactants are [C:1]([O:5][C:6](=[O:24])[C:7]([S:10][C:11]1[CH:20]=[CH:19][C:18]2[CH2:17][CH:16]([NH:21][CH2:22][CH3:23])[CH2:15][CH2:14][C:13]=2[CH:12]=1)([CH3:9])[CH3:8])([CH3:4])([CH3:3])[CH3:2].[F:25][C:26]([F:38])([F:37])[O:27][C:28]1[CH:33]=[CH:32][C:31]([N:34]=[C:35]=[O:36])=[CH:30][CH:29]=1. The catalyst is C(Cl)Cl. The product is [C:1]([O:5][C:6](=[O:24])[C:7]([S:10][C:11]1[CH:20]=[CH:19][C:18]2[CH2:17][CH:16]([N:21]([CH2:22][CH3:23])[C:35]([NH:34][C:31]3[CH:32]=[CH:33][C:28]([O:27][C:26]([F:25])([F:37])[F:38])=[CH:29][CH:30]=3)=[O:36])[CH2:15][CH2:14][C:13]=2[CH:12]=1)([CH3:9])[CH3:8])([CH3:2])([CH3:3])[CH3:4]. The yield is 0.580.